From a dataset of Full USPTO retrosynthesis dataset with 1.9M reactions from patents (1976-2016). Predict the reactants needed to synthesize the given product. (1) Given the product [CH3:4][O:5][CH2:6][CH2:7][O:8][CH2:9][C@@H:10]([C:37]([OH:39])=[O:38])[NH:11][C:12]([C:14]1[C:23]([NH:24][C:25]([NH:27][C:28]2[C:29]([CH3:36])=[CH:30][C:31]([CH3:35])=[CH:32][C:33]=2[CH3:34])=[O:26])=[CH:22][C:21]2[C:16](=[CH:17][CH:18]=[CH:19][CH:20]=2)[CH:15]=1)=[O:13], predict the reactants needed to synthesize it. The reactants are: O.[OH-].[Li+].[CH3:4][O:5][CH2:6][CH2:7][O:8][CH2:9][C@@H:10]([C:37]([O:39]C)=[O:38])[NH:11][C:12]([C:14]1[C:23]([NH:24][C:25]([NH:27][C:28]2[C:33]([CH3:34])=[CH:32][C:31]([CH3:35])=[CH:30][C:29]=2[CH3:36])=[O:26])=[CH:22][C:21]2[C:16](=[CH:17][CH:18]=[CH:19][CH:20]=2)[CH:15]=1)=[O:13].O.Cl. (2) Given the product [OH:6][CH2:7][CH2:8][N:9]1[CH:14]=[CH:13][C:12]([NH:15][C:16]([CH:18]2[CH:22]([C:23]3[CH:28]=[CH:27][CH:26]=[C:25]([Cl:29])[C:24]=3[F:30])[C:21]([C:33]3[CH:38]=[CH:37][C:36]([Cl:39])=[CH:35][C:34]=3[F:40])([C:31]#[N:32])[CH:20]([CH2:41][C:42]([CH3:44])([CH3:43])[CH3:45])[NH:19]2)=[O:17])=[CH:11][C:10]1=[O:46], predict the reactants needed to synthesize it. The reactants are: C([Si](C)(C)[O:6][CH2:7][CH2:8][N:9]1[CH:14]=[CH:13][C:12]([NH:15][C:16]([CH:18]2[CH:22]([C:23]3[CH:28]=[CH:27][CH:26]=[C:25]([Cl:29])[C:24]=3[F:30])[C:21]([C:33]3[CH:38]=[CH:37][C:36]([Cl:39])=[CH:35][C:34]=3[F:40])([C:31]#[N:32])[CH:20]([CH2:41][C:42]([CH3:45])([CH3:44])[CH3:43])[NH:19]2)=[O:17])=[CH:11][C:10]1=[O:46])(C)(C)C.Cl. (3) Given the product [CH2:11]([O:10][P:9]([CH2:2][O:3][CH2:4][C:5]([O:7][CH3:8])=[O:6])([O:13][CH2:14][CH3:15])=[O:16])[CH3:12], predict the reactants needed to synthesize it. The reactants are: Cl[CH2:2][O:3][CH2:4][C:5]([O:7][CH3:8])=[O:6].[P:9]([O:16]CC)([O:13][CH2:14][CH3:15])[O:10][CH2:11][CH3:12]. (4) Given the product [CH2:34]([O:33][C:31]([N:41]([CH3:47])[CH:42]([CH3:43])[C:44]([NH:1][CH:2]([CH:25]1[CH2:30][CH2:29][CH2:28][CH2:27][CH2:26]1)[C:3]([N:5]1[CH2:9][CH2:8][CH:7]([O:10][C:11](=[O:13])[CH3:12])[CH:6]1[CH2:14][C:15]1[C:23]2[C:18](=[CH:19][CH:20]=[CH:21][CH:22]=2)[NH:17][C:16]=1[Br:24])=[O:4])=[O:45])=[O:32])[C:35]1[CH:40]=[CH:39][CH:38]=[CH:37][CH:36]=1, predict the reactants needed to synthesize it. The reactants are: [NH2:1][CH:2]([CH:25]1[CH2:30][CH2:29][CH2:28][CH2:27][CH2:26]1)[C:3]([N:5]1[CH2:9][CH2:8][CH:7]([O:10][C:11](=[O:13])[CH3:12])[CH:6]1[CH2:14][C:15]1[C:23]2[C:18](=[CH:19][CH:20]=[CH:21][CH:22]=2)[NH:17][C:16]=1[Br:24])=[O:4].[C:31]([N:41]([CH3:47])[C@H:42]([C:44](O)=[O:45])[CH3:43])([O:33][CH2:34][C:35]1[CH:40]=[CH:39][CH:38]=[CH:37][CH:36]=1)=[O:32].CN(C(ON1N=NC2C=CC=NC1=2)=[N+](C)C)C.F[P-](F)(F)(F)(F)F.CCN(C(C)C)C(C)C. (5) Given the product [Cl:1][C:2]1[CH:3]=[CH:4][C:5]([C@H:8]2[N:15]3[C:11]([S:12][C:13]([C:19]([N:34]([CH2:33][C:32]([N:31]([CH3:37])[CH3:30])=[O:36])[CH3:35])=[O:20])=[C:14]3[CH:16]([CH3:17])[CH3:18])=[N:10][C@:9]2([C:23]2[CH:28]=[CH:27][C:26]([Cl:29])=[CH:25][CH:24]=2)[CH3:22])=[CH:6][CH:7]=1, predict the reactants needed to synthesize it. The reactants are: [Cl:1][C:2]1[CH:7]=[CH:6][C:5]([C@H:8]2[N:15]3[C:11]([S:12][C:13]([C:19](O)=[O:20])=[C:14]3[CH:16]([CH3:18])[CH3:17])=[N:10][C@:9]2([C:23]2[CH:28]=[CH:27][C:26]([Cl:29])=[CH:25][CH:24]=2)[CH3:22])=[CH:4][CH:3]=1.[CH3:30][N:31]([CH3:37])[C:32](=[O:36])[CH2:33][NH:34][CH3:35]. (6) Given the product [Cl:1][C:2]1[CH:3]=[C:4]([CH:21]=[CH:22][CH:23]=1)[CH2:5][NH:6][C:7]1[N:20]=[C:10]2[C:11]([O:18][CH3:19])=[CH:12][C:13]([C:15]([N:32]3[CH:27]([CH2:26][O:25][CH3:24])[CH2:28][O:29][C:30]([CH3:34])([CH3:33])[CH2:31]3)=[O:17])=[CH:14][N:9]2[N:8]=1, predict the reactants needed to synthesize it. The reactants are: [Cl:1][C:2]1[CH:3]=[C:4]([CH:21]=[CH:22][CH:23]=1)[CH2:5][NH:6][C:7]1[N:20]=[C:10]2[C:11]([O:18][CH3:19])=[CH:12][C:13]([C:15]([OH:17])=O)=[CH:14][N:9]2[N:8]=1.[CH3:24][O:25][CH2:26][CH:27]1[NH:32][CH2:31][C:30]([CH3:34])([CH3:33])[O:29][CH2:28]1.C(N(CC)C(C)C)(C)C.CN(C(ON1N=NC2C=CC=NC1=2)=[N+](C)C)C.F[P-](F)(F)(F)(F)F. (7) Given the product [CH3:1][C:2]1[CH:3]=[C:4]([CH2:11][C@@H:12]([NH:17][C:18]([N:20]2[CH2:21][CH2:22][CH:23]([C:26]3[C:27](=[O:36])[NH:28][C:29]4[C:34]([CH:35]=3)=[CH:33][CH:32]=[CH:31][CH:30]=4)[CH2:24][CH2:25]2)=[O:19])[C:13]([OH:15])=[O:14])[CH:5]=[C:6]2[C:10]=1[NH:9][N:8]=[CH:7]2, predict the reactants needed to synthesize it. The reactants are: [CH3:1][C:2]1[CH:3]=[C:4]([CH2:11][C@@H:12]([NH:17][C:18]([N:20]2[CH2:25][CH2:24][CH:23]([C:26]3[C:27](=[O:36])[NH:28][C:29]4[C:34]([CH:35]=3)=[CH:33][CH:32]=[CH:31][CH:30]=4)[CH2:22][CH2:21]2)=[O:19])[C:13]([O:15]C)=[O:14])[CH:5]=[C:6]2[C:10]=1[NH:9][N:8]=[CH:7]2.[OH-].[Li+].